From a dataset of Forward reaction prediction with 1.9M reactions from USPTO patents (1976-2016). Predict the product of the given reaction. (1) Given the reactants Br[CH2:2][C:3]([C:5]1[CH:10]=[CH:9][C:8]([CH2:11][CH3:12])=[CH:7][CH:6]=1)=[O:4].[NH:13]1[CH2:17][CH2:16][N:15]=[CH:14]1, predict the reaction product. The product is: [CH2:11]([C:8]1[CH:9]=[CH:10][C:5]([C:3](=[O:4])[CH2:2][C:14]2[NH:13][CH:17]=[CH:16][N:15]=2)=[CH:6][CH:7]=1)[CH3:12]. (2) Given the reactants C(OC([NH:8][CH:9]([CH2:13][C:14]1[CH:19]=[CH:18][CH:17]=[C:16]([C:20]2[CH:21]=[C:22]3[C:28]([C:29]4[CH:34]=[CH:33][CH:32]=[CH:31][C:30]=4[O:35][CH3:36])=[CH:27][N:26](S(C4C=CC(C)=CC=4)(=O)=O)[C:23]3=[N:24][CH:25]=2)[CH:15]=1)C(O)=O)=O)(C)(C)C.[CH3:47][NH:48][CH3:49].[CH:50](N(C(C)C)CC)(C)C.[OH-:59].[K+], predict the reaction product. The product is: [NH2:8][CH:9]([CH2:13][C:14]1[CH:19]=[CH:18][CH:17]=[C:16]([C:20]2[CH:21]=[C:22]3[C:28]([C:29]4[CH:34]=[CH:33][CH:32]=[CH:31][C:30]=4[O:35][CH3:36])=[CH:27][NH:26][C:23]3=[N:24][CH:25]=2)[CH:15]=1)[C:47]([N:48]([CH3:50])[CH3:49])=[O:59]. (3) Given the reactants [CH2:1]([N:8]1[CH2:13][CH2:12][C:11]([C:16]2[CH:21]=[CH:20][N:19]=[CH:18][CH:17]=2)([NH:14][CH3:15])[CH2:10][CH2:9]1)[C:2]1[CH:7]=[CH:6][CH:5]=[CH:4][CH:3]=1.[H-].[Na+].Cl[C:25]([O:27][CH3:28])=[O:26], predict the reaction product. The product is: [CH2:1]([N:8]1[CH2:9][CH2:10][C:11]([N:14]([CH3:15])[C:25](=[O:26])[O:27][CH3:28])([C:16]2[CH:17]=[CH:18][N:19]=[CH:20][CH:21]=2)[CH2:12][CH2:13]1)[C:2]1[CH:7]=[CH:6][CH:5]=[CH:4][CH:3]=1. (4) Given the reactants [CH2:1]([C:3]1[C:4](=[O:30])[N:5]([CH:17]2[CH2:22][CH2:21][N:20]([C:23]([O:25][C:26]([CH3:29])([CH3:28])[CH3:27])=[O:24])[CH2:19][CH2:18]2)[CH:6]=[CH:7][C:8]=1OS(C(F)(F)F)(=O)=O)[CH3:2].C(N(CC)CC)C.[CH3:38][OH:39].[C]=O.CN([CH:45]=[O:46])C, predict the reaction product. The product is: [C:26]([O:25][C:23]([N:20]1[CH2:21][CH2:22][CH:17]([N:5]2[CH:6]=[CH:7][C:8]([C:38]([O:46][CH3:45])=[O:39])=[C:3]([CH2:1][CH3:2])[C:4]2=[O:30])[CH2:18][CH2:19]1)=[O:24])([CH3:29])([CH3:28])[CH3:27]. (5) Given the reactants [F:1][C:2]1[CH:3]=[C:4]([CH:13]2[CH2:18][NH:17][CH2:16][CH:15]([C:19]([O:21][CH3:22])=[O:20])[CH2:14]2)[CH:5]=[CH:6][C:7]=1[CH2:8][C:9]([F:12])([F:11])[F:10].C(N(CC)CC)C.Cl[C:31]([O:33][C:34]1[CH:39]=[CH:38][C:37]([N+:40]([O-:42])=[O:41])=[CH:36][CH:35]=1)=[O:32], predict the reaction product. The product is: [F:1][C:2]1[CH:3]=[C:4]([CH:13]2[CH2:18][N:17]([C:31]([O:33][C:34]3[CH:35]=[CH:36][C:37]([N+:40]([O-:42])=[O:41])=[CH:38][CH:39]=3)=[O:32])[CH2:16][CH:15]([C:19]([O:21][CH3:22])=[O:20])[CH2:14]2)[CH:5]=[CH:6][C:7]=1[CH2:8][C:9]([F:12])([F:10])[F:11]. (6) Given the reactants CS(Cl)(=O)=O.[Cl:6][C:7]1[C:15]2[N:14]=[C:13]([NH:16][C:17]3[C:18]([CH3:26])=[N:19][C:20]([N:23]([CH3:25])[CH3:24])=[CH:21][CH:22]=3)[N:12]([CH2:27][CH2:28][CH2:29]O)[C:11]=2[C:10]([C:31]([O:33][CH3:34])=[O:32])=[CH:9][CH:8]=1.S([O-])(=O)(=O)C.C(=O)([O-])[O-].[K+].[K+], predict the reaction product. The product is: [Cl:6][C:7]1[CH:8]=[CH:9][C:10]([C:31]([O:33][CH3:34])=[O:32])=[C:11]2[C:15]=1[N:14]=[C:13]1[N:16]([C:17]3[C:18]([CH3:26])=[N:19][C:20]([N:23]([CH3:25])[CH3:24])=[CH:21][CH:22]=3)[CH2:29][CH2:28][CH2:27][N:12]21. (7) Given the reactants [NH:1]1[C:9]2[C:4](=[N:5][CH:6]=[CH:7][CH:8]=2)[CH:3]=[C:2]1[C:10]([NH2:12])=[O:11].[Cl:13][C:14]1[CH:19]=[C:18]([Cl:20])[CH:17]=[CH:16][C:15]=1[S:21][S:21][C:15]1[CH:16]=[CH:17][C:18]([Cl:20])=[CH:19][C:14]=1[Cl:13], predict the reaction product. The product is: [Cl:13][C:14]1[CH:19]=[C:18]([Cl:20])[CH:17]=[CH:16][C:15]=1[S:21][C:3]1[C:4]2=[N:5][CH:6]=[CH:7][CH:8]=[C:9]2[NH:1][C:2]=1[C:10]([NH2:12])=[O:11]. (8) Given the reactants [CH2:1]([O:8][C:9]1[CH:14]=[CH:13][NH:12][C:11](=[O:15])[CH:10]=1)[C:2]1[CH:7]=[CH:6][CH:5]=[CH:4][CH:3]=1.C(=O)([O-])[O-].[Cs+].[Cs+].[C:22]([O:26][C:27]([N:29]1[CH2:38][CH2:37][C:36]2[C:31](=[CH:32][C:33]([CH2:39][CH2:40]OS(C3C=CC(C)=CC=3)(=O)=O)=[CH:34][CH:35]=2)[CH2:30]1)=[O:28])([CH3:25])([CH3:24])[CH3:23], predict the reaction product. The product is: [C:22]([O:26][C:27]([N:29]1[CH2:38][CH2:37][C:36]2[C:31](=[CH:32][C:33]([CH2:39][CH2:40][N:12]3[CH:13]=[CH:14][C:9]([O:8][CH2:1][C:2]4[CH:3]=[CH:4][CH:5]=[CH:6][CH:7]=4)=[CH:10][C:11]3=[O:15])=[CH:34][CH:35]=2)[CH2:30]1)=[O:28])([CH3:25])([CH3:24])[CH3:23]. (9) Given the reactants Cl.[NH:2]1[CH2:5][CH:4]([CH:6]([NH:8][C:9]([C:11]2[C:19]3[C:14](=[N:15][CH:16]=[C:17]([C:20]4[C:28]5[C:23](=[CH:24][C:25]([Cl:29])=[CH:26][CH:27]=5)[N:22]([CH3:30])[N:21]=4)[N:18]=3)[N:13]([CH2:31][O:32][CH2:33][CH2:34][Si:35]([CH3:38])([CH3:37])[CH3:36])[CH:12]=2)=[O:10])[CH3:7])[CH2:3]1.C(N(CC)CC)C.[CH3:46][S:47](Cl)(=[O:49])=[O:48], predict the reaction product. The product is: [CH3:46][S:47]([N:2]1[CH2:3][CH:4]([CH:6]([NH:8][C:9]([C:11]2[C:19]3[C:14](=[N:15][CH:16]=[C:17]([C:20]4[C:28]5[C:23](=[CH:24][C:25]([Cl:29])=[CH:26][CH:27]=5)[N:22]([CH3:30])[N:21]=4)[N:18]=3)[N:13]([CH2:31][O:32][CH2:33][CH2:34][Si:35]([CH3:37])([CH3:36])[CH3:38])[CH:12]=2)=[O:10])[CH3:7])[CH2:5]1)(=[O:49])=[O:48]. (10) Given the reactants [OH:1][C:2]1[C:7]([C:8]#[N:9])=[CH:6][N:5]=[C:4](SC)[N:3]=1.[CH3:12][O:13][C:14]1[CH:19]=[CH:18][CH:17]=[C:16]([NH2:20])[CH:15]=1, predict the reaction product. The product is: [OH:1][C:2]1[C:7]([C:8]#[N:9])=[CH:6][N:5]=[C:4]([NH:20][C:16]2[CH:17]=[CH:18][CH:19]=[C:14]([O:13][CH3:12])[CH:15]=2)[N:3]=1.